From a dataset of Reaction yield outcomes from USPTO patents with 853,638 reactions. Predict the reaction yield, written as a fraction of the theoretical maximum amount of product (1.0 means a 100% yield; for example, 0.34 means a 34% yield). (1) The reactants are I[C:2]1[C:10]2[C:5](=[N:6][CH:7]=[C:8]([C:11]3[CH:12]=[C:13]([CH:28]=[CH:29][CH:30]=3)[O:14][CH:15]3[CH2:20][CH2:19][N:18]([C:21]([O:23][C:24]([CH3:27])([CH3:26])[CH3:25])=[O:22])[CH2:17][CH2:16]3)[CH:9]=2)[N:4]([S:31]([C:34]2[CH:40]=[CH:39][C:37]([CH3:38])=[CH:36][CH:35]=2)(=[O:33])=[O:32])[CH:3]=1.[F:41][C:42]1[CH:43]=[C:44]([CH:62]=[CH:63][CH:64]=1)[CH2:45][N:46]1[C:50]([CH3:51])=[C:49](B2OC(C)(C)C(C)(C)O2)[C:48]([CH3:61])=[N:47]1.C(=O)([O-])[O-].[Na+].[Na+]. The catalyst is C1(C)C=CC=CC=1.C(O)C.O.Cl[Pd](Cl)([P](C1C=CC=CC=1)(C1C=CC=CC=1)C1C=CC=CC=1)[P](C1C=CC=CC=1)(C1C=CC=CC=1)C1C=CC=CC=1. The product is [F:41][C:42]1[CH:43]=[C:44]([CH:62]=[CH:63][CH:64]=1)[CH2:45][N:46]1[C:50]([CH3:51])=[C:49]([C:2]2[C:10]3[C:5](=[N:6][CH:7]=[C:8]([C:11]4[CH:12]=[C:13]([CH:28]=[CH:29][CH:30]=4)[O:14][CH:15]4[CH2:16][CH2:17][N:18]([C:21]([O:23][C:24]([CH3:26])([CH3:27])[CH3:25])=[O:22])[CH2:19][CH2:20]4)[CH:9]=3)[N:4]([S:31]([C:34]3[CH:40]=[CH:39][C:37]([CH3:38])=[CH:36][CH:35]=3)(=[O:32])=[O:33])[CH:3]=2)[C:48]([CH3:61])=[N:47]1. The yield is 0.718. (2) The reactants are [C:1]1([S:7][C:8]2[CH:13]=[CH:12][C:11]([O:14][CH2:15][CH2:16][O:17][CH3:18])=[CH:10][CH:9]=2)[CH:6]=[CH:5][CH:4]=[CH:3][CH:2]=1.OO.O.O.O.O.O.S([O-])([O-])(=[O:28])=S.[Na+].[Na+].O. The catalyst is C(O)(=O)C. The product is [C:1]1([S:7]([C:8]2[CH:9]=[CH:10][C:11]([O:14][CH2:15][CH2:16][O:17][CH3:18])=[CH:12][CH:13]=2)=[O:28])[CH:2]=[CH:3][CH:4]=[CH:5][CH:6]=1. The yield is 0.860.